Dataset: Reaction yield outcomes from USPTO patents with 853,638 reactions. Task: Predict the reaction yield, written as a fraction of the theoretical maximum amount of product (1.0 means a 100% yield; for example, 0.34 means a 34% yield). (1) The reactants are Cl.[NH2:2][C@@H:3]1[CH2:12][CH2:11][CH2:10][C:9]2[C:8]([C:13]3[N:17]=[C:16]([C:18]4[CH:19]=[CH:20][C:21]([O:26][CH:27]([CH3:29])[CH3:28])=[C:22]([CH:25]=4)[C:23]#[N:24])[O:15][N:14]=3)=[CH:7][CH:6]=[CH:5][C:4]1=2.[CH3:30][O:31][C:32](=[O:38])[CH2:33][S:34](Cl)(=[O:36])=[O:35]. The catalyst is C(Cl)Cl. The product is [C:23]([C:22]1[CH:25]=[C:18]([C:16]2[O:15][N:14]=[C:13]([C:8]3[CH:7]=[CH:6][CH:5]=[C:4]4[C:9]=3[CH2:10][CH2:11][CH2:12][C@H:3]4[NH:2][S:34]([CH2:33][C:32]([O:31][CH3:30])=[O:38])(=[O:36])=[O:35])[N:17]=2)[CH:19]=[CH:20][C:21]=1[O:26][CH:27]([CH3:29])[CH3:28])#[N:24]. The yield is 0.570. (2) The reactants are [CH2:1]([O:3][C@H:4]1[CH2:9][CH2:8][C@H:7]([N:10]2[CH2:15][CH2:14][CH:13]([NH:16][C:17]3[C:18]([NH2:25])=[CH:19][CH:20]=[C:21]([O:23][CH3:24])[CH:22]=3)[CH2:12][CH2:11]2)[CH2:6][CH2:5]1)[CH3:2].C(N(C(C)C)CC)(C)C.[Cl:35][C:36](Cl)([O:38]C(=O)OC(Cl)(Cl)Cl)Cl.C([O-])([O-])=O.[Na+].[Na+]. The catalyst is ClCCl. The product is [ClH:35].[CH2:1]([O:3][C@H:4]1[CH2:9][CH2:8][C@H:7]([N:10]2[CH2:15][CH2:14][CH:13]([N:16]3[C:17]4[CH:22]=[C:21]([O:23][CH3:24])[CH:20]=[CH:19][C:18]=4[NH:25][C:36]3=[O:38])[CH2:12][CH2:11]2)[CH2:6][CH2:5]1)[CH3:2]. The yield is 0.810. (3) The reactants are [N+:1]([C:4]1[CH:9]=[CH:8][C:7]([CH2:10][CH2:11][N:12]2[C:21]3[CH2:20][CH2:19][CH2:18][CH2:17][C:16]=3[C:15](=[O:22])[NH:14][C:13]2=[O:23])=[CH:6][CH:5]=1)([O-])=O. The catalyst is CO.O1CCCC1.[Pd]. The product is [NH2:1][C:4]1[CH:9]=[CH:8][C:7]([CH2:10][CH2:11][N:12]2[C:21]3[CH2:20][CH2:19][CH2:18][CH2:17][C:16]=3[C:15](=[O:22])[NH:14][C:13]2=[O:23])=[CH:6][CH:5]=1. The yield is 0.610. (4) The reactants are [I-:1].[Na+].Cl[CH2:4][CH2:5][CH2:6][Si:7]([O:14][CH2:15][CH3:16])([O:11][CH2:12][CH3:13])[O:8][CH2:9][CH3:10]. The catalyst is CC(C)=O. The product is [I:1][CH2:4][CH2:5][CH2:6][Si:7]([O:14][CH2:15][CH3:16])([O:11][CH2:12][CH3:13])[O:8][CH2:9][CH3:10]. The yield is 0.100. (5) The reactants are C1(C(C2C=CC=CC=2)(C2C=CC=CC=2)[O:8][CH2:9][C@H:10]([O:21][CH3:22])[CH2:11][S:12][C:13]2[CH:18]=[CH:17][CH:16]=[CH:15][C:14]=2[O:19][CH3:20])C=CC=CC=1.Cl. The catalyst is C(O)C. The product is [CH3:22][O:21][C@H:10]([CH2:11][S:12][C:13]1[CH:18]=[CH:17][CH:16]=[CH:15][C:14]=1[O:19][CH3:20])[CH2:9][OH:8]. The yield is 0.770. (6) The reactants are Br[CH2:2][C:3]1[O:7][C:6]([C:8]([CH:16]2[CH2:21][CH2:20][CH2:19][CH2:18][CH2:17]2)([C:10]2[CH:15]=[CH:14][CH:13]=[CH:12][CH:11]=2)[OH:9])=[N:5][CH:4]=1.[CH3:22][NH:23][CH3:24]. The catalyst is C1COCC1. The product is [CH:16]1([C:8]([C:6]2[O:7][C:3]([CH2:2][N:23]([CH3:24])[CH3:22])=[CH:4][N:5]=2)([C:10]2[CH:15]=[CH:14][CH:13]=[CH:12][CH:11]=2)[OH:9])[CH2:21][CH2:20][CH2:19][CH2:18][CH2:17]1. The yield is 0.950. (7) The reactants are Cl[C:2]1[CH:7]=[C:6]([CH:8]2[CH2:10][CH2:9]2)[N:5]=[C:4]([C:11]2[CH:16]=[CH:15][CH:14]=[CH:13][C:12]=2[C:17]([F:20])([F:19])[F:18])[N:3]=1.[NH:21]1[C:29]2[C:24](=[CH:25][CH:26]=[CH:27][CH:28]=2)[C:23]([NH2:30])=[N:22]1.O.C(=O)(O)[O-].[Na+]. The catalyst is CN1CCCC1=O. The product is [CH:8]1([C:6]2[N:5]=[C:4]([C:11]3[CH:16]=[CH:15][CH:14]=[CH:13][C:12]=3[C:17]([F:20])([F:19])[F:18])[N:3]=[C:2]([NH:30][C:23]3[C:24]4[C:29](=[CH:28][CH:27]=[CH:26][CH:25]=4)[NH:21][N:22]=3)[CH:7]=2)[CH2:10][CH2:9]1. The yield is 0.150.